From a dataset of Full USPTO retrosynthesis dataset with 1.9M reactions from patents (1976-2016). Predict the reactants needed to synthesize the given product. Given the product [Cl:1][C:2]1[CH:7]=[CH:6][C:5]([C:8]2[S:9][C:10]([NH:14][C:15]([CH:17]3[CH2:22][CH2:21][CH2:20][N:19]([C:31]4[CH:32]=[C:27]([CH:28]=[CH:29][CH:30]=4)[C:25]([O:24][CH3:23])=[O:26])[CH2:18]3)=[O:16])=[C:11]([CH3:13])[N:12]=2)=[CH:4][CH:3]=1, predict the reactants needed to synthesize it. The reactants are: [Cl:1][C:2]1[CH:7]=[CH:6][C:5]([C:8]2[S:9][C:10]([NH:14][C:15]([CH:17]3[CH2:22][CH2:21][CH2:20][NH:19][CH2:18]3)=[O:16])=[C:11]([CH3:13])[N:12]=2)=[CH:4][CH:3]=1.[CH3:23][O:24][C:25]([C:27]1[CH:28]=[C:29](OB(O)O)[CH:30]=[CH:31][CH:32]=1)=[O:26].